From a dataset of Full USPTO retrosynthesis dataset with 1.9M reactions from patents (1976-2016). Predict the reactants needed to synthesize the given product. (1) Given the product [Cl:1][C:2]1[C:7]([NH:8][C:9]2[N:14]=[C:13]([NH:15][CH:25]3[CH2:26][CH2:27]3)[C:12]3=[N:28][CH:29]=[C:30]([C:31]#[N:32])[N:11]3[N:10]=2)=[CH:6][C:5]([C:33]#[N:34])=[CH:4][C:3]=1[N:35]1[CH2:40][CH2:39][O:38][CH:37]([CH2:41][NH:42][S:43]([CH3:46])(=[O:45])=[O:44])[CH2:36]1, predict the reactants needed to synthesize it. The reactants are: [Cl:1][C:2]1[C:7]([NH:8][C:9]2[N:14]=[C:13]([N:15]([CH:25]3[CH2:27][CH2:26]3)CC3C=CC(OC)=CC=3)[C:12]3=[N:28][CH:29]=[C:30]([C:31]#[N:32])[N:11]3[N:10]=2)=[CH:6][C:5]([C:33]#[N:34])=[CH:4][C:3]=1[N:35]1[CH2:40][CH2:39][O:38][CH:37]([CH2:41][N:42](CC2C=CC(OC)=CC=2)[S:43]([CH3:46])(=[O:45])=[O:44])[CH2:36]1.C1(OC)C=CC=CC=1.FC(F)(F)C(O)=O. (2) Given the product [CH:34]1([C:32]#[C:33][C:2]2[C:3]([NH2:22])=[N:4][C:5]([C:15]3[CH:20]=[CH:19][C:18]([CH3:21])=[CH:17][CH:16]=3)=[C:6]([C:8]3[CH:13]=[CH:12][C:11]([CH3:14])=[CH:10][CH:9]=3)[N:7]=2)[CH2:36][CH2:35]1, predict the reactants needed to synthesize it. The reactants are: Br[C:2]1[C:3]([NH2:22])=[N:4][C:5]([C:15]2[CH:20]=[CH:19][C:18]([CH3:21])=[CH:17][CH:16]=2)=[C:6]([C:8]2[CH:13]=[CH:12][C:11]([CH3:14])=[CH:10][CH:9]=2)[N:7]=1.N#N.C(N(CC)CC)C.[C:32]([CH:34]1[CH2:36][CH2:35]1)#[CH:33]. (3) Given the product [CH3:10][C:9]([C:2]1[CH:7]=[CH:6][CH:5]=[CH:4][N:3]=1)([CH3:11])[C:8]#[N:12], predict the reactants needed to synthesize it. The reactants are: F[C:2]1[CH:7]=[CH:6][CH:5]=[CH:4][N:3]=1.[C:8](#[N:12])[CH:9]([CH3:11])[CH3:10].C[Si](C)(C)[N-][Si](C)(C)C.[K+].O. (4) Given the product [OH:31][C:22]1[CH:23]=[C:24]([OH:30])[C:25]([CH:27]([CH3:29])[CH3:28])=[CH:26][C:21]=1[C:16]1[N:15]([C:4]2[CH:5]=[CH:6][C:7]([CH2:8][N:9]3[CH2:14][CH2:13][N:12]([C:32]([O:33][C:34]4[CH:39]=[CH:38][C:37]([CH2:40][O:41][Si:42]([C:45]([CH3:48])([CH3:47])[CH3:46])([CH3:43])[CH3:44])=[CH:36][CH:35]=4)=[O:49])[CH2:11][CH2:10]3)=[C:2]([F:1])[CH:3]=2)[C:19]([OH:20])=[N:18][N:17]=1, predict the reactants needed to synthesize it. The reactants are: [F:1][C:2]1[CH:3]=[C:4]([N:15]2[C:19]([OH:20])=[N:18][N:17]=[C:16]2[C:21]2[CH:26]=[C:25]([CH:27]([CH3:29])[CH3:28])[C:24]([OH:30])=[CH:23][C:22]=2[OH:31])[CH:5]=[CH:6][C:7]=1[CH2:8][N:9]1[CH2:14][CH2:13][NH:12][CH2:11][CH2:10]1.[C:32](=O)([O:49]C1C=CC([N+]([O-])=O)=CC=1)[O:33][C:34]1[CH:39]=[CH:38][C:37]([CH2:40][O:41][Si:42]([C:45]([CH3:48])([CH3:47])[CH3:46])([CH3:44])[CH3:43])=[CH:36][CH:35]=1. (5) Given the product [CH3:24][O:25][C:26]1[CH:31]=[CH:30][C:29]([C:2]2[N:7]3[N:8]=[C:9]([CH3:11])[CH:10]=[C:6]3[N:5]=[C:4]([NH:12][C:13]([CH:15]3[CH2:17][CH:16]3[C:18]3[CH:23]=[CH:22][CH:21]=[CH:20][CH:19]=3)=[O:14])[CH:3]=2)=[CH:28][CH:27]=1, predict the reactants needed to synthesize it. The reactants are: Cl[C:2]1[N:7]2[N:8]=[C:9]([CH3:11])[CH:10]=[C:6]2[N:5]=[C:4]([NH:12][C:13]([CH:15]2[CH2:17][CH:16]2[C:18]2[CH:23]=[CH:22][CH:21]=[CH:20][CH:19]=2)=[O:14])[CH:3]=1.[CH3:24][O:25][C:26]1[CH:31]=[CH:30][C:29](B(O)O)=[CH:28][CH:27]=1.O1CCOCC1. (6) Given the product [F:24][C:21]1[CH:22]=[CH:23][C:18]([C:10]2[C:11]3[CH:16]=[C:15]([CH3:17])[S:14][C:12]=3[N:13]=[C:8]([O:6][CH2:3][CH2:4][CH3:5])[N:9]=2)=[CH:19][C:20]=1[C:25]([F:26])([F:27])[F:28].[CH3:17][C:15]1[S:14][C:12]2[N:13]=[C:8]([O:6][CH2:3][CH2:4][CH3:5])[N:9]=[C:10]([C:18]3[CH:23]=[CH:22][C:21]([O:6][CH2:3][CH2:4][CH3:5])=[C:20]([C:25]([F:28])([F:27])[F:26])[CH:19]=3)[C:11]=2[CH:16]=1, predict the reactants needed to synthesize it. The reactants are: [H-].[Na+].[CH2:3]([OH:6])[CH2:4][CH3:5].Cl[C:8]1[N:9]=[C:10]([C:18]2[CH:23]=[CH:22][C:21]([F:24])=[C:20]([C:25]([F:28])([F:27])[F:26])[CH:19]=2)[C:11]2[CH:16]=[C:15]([CH3:17])[S:14][C:12]=2[N:13]=1. (7) Given the product [NH:10]1[C:18]2[C:13](=[CH:14][C:15]([O:19][C:2]3[CH:7]=[CH:6][N:5]=[C:4]([CH2:8][OH:9])[CH:3]=3)=[CH:16][CH:17]=2)[CH:12]=[CH:11]1, predict the reactants needed to synthesize it. The reactants are: Cl[C:2]1[CH:7]=[CH:6][N:5]=[C:4]([CH2:8][OH:9])[CH:3]=1.[NH:10]1[C:18]2[C:13](=[CH:14][C:15]([OH:19])=[CH:16][CH:17]=2)[CH:12]=[CH:11]1.C(=O)([O-])[O-].[Cs+].[Cs+].C(Cl)Cl.